From a dataset of NCI-60 drug combinations with 297,098 pairs across 59 cell lines. Regression. Given two drug SMILES strings and cell line genomic features, predict the synergy score measuring deviation from expected non-interaction effect. (1) Drug 1: CC(C)(C1=NC(=CC=C1)N2C3=NC(=NC=C3C(=O)N2CC=C)NC4=CC=C(C=C4)N5CCN(CC5)C)O. Drug 2: B(C(CC(C)C)NC(=O)C(CC1=CC=CC=C1)NC(=O)C2=NC=CN=C2)(O)O. Cell line: NCIH23. Synergy scores: CSS=71.4, Synergy_ZIP=0.763, Synergy_Bliss=0.513, Synergy_Loewe=-2.94, Synergy_HSA=2.54. (2) Synergy scores: CSS=19.9, Synergy_ZIP=-7.17, Synergy_Bliss=-2.22, Synergy_Loewe=-8.97, Synergy_HSA=-1.50. Cell line: U251. Drug 1: C1CC(=O)NC(=O)C1N2CC3=C(C2=O)C=CC=C3N. Drug 2: CCN(CC)CCCC(C)NC1=C2C=C(C=CC2=NC3=C1C=CC(=C3)Cl)OC. (3) Drug 1: C1C(C(OC1N2C=C(C(=O)NC2=O)F)CO)O. Drug 2: CN1C(=O)N2C=NC(=C2N=N1)C(=O)N. Cell line: U251. Synergy scores: CSS=26.0, Synergy_ZIP=-8.12, Synergy_Bliss=-5.58, Synergy_Loewe=-0.729, Synergy_HSA=-0.651. (4) Drug 1: CC12CCC(CC1=CCC3C2CCC4(C3CC=C4C5=CN=CC=C5)C)O. Drug 2: C1=NC2=C(N=C(N=C2N1C3C(C(C(O3)CO)O)O)F)N. Cell line: HT29. Synergy scores: CSS=2.64, Synergy_ZIP=-1.19, Synergy_Bliss=1.01, Synergy_Loewe=-4.88, Synergy_HSA=-1.28. (5) Drug 1: C1=NC2=C(N=C(N=C2N1C3C(C(C(O3)CO)O)O)F)N. Drug 2: CC(C)(C#N)C1=CC(=CC(=C1)CN2C=NC=N2)C(C)(C)C#N. Cell line: SNB-19. Synergy scores: CSS=17.6, Synergy_ZIP=-5.72, Synergy_Bliss=-1.88, Synergy_Loewe=-2.23, Synergy_HSA=-1.62. (6) Drug 1: CC1=C(N=C(N=C1N)C(CC(=O)N)NCC(C(=O)N)N)C(=O)NC(C(C2=CN=CN2)OC3C(C(C(C(O3)CO)O)O)OC4C(C(C(C(O4)CO)O)OC(=O)N)O)C(=O)NC(C)C(C(C)C(=O)NC(C(C)O)C(=O)NCCC5=NC(=CS5)C6=NC(=CS6)C(=O)NCCC[S+](C)C)O. Drug 2: C1=NNC2=C1C(=O)NC=N2. Cell line: RXF 393. Synergy scores: CSS=6.19, Synergy_ZIP=-2.02, Synergy_Bliss=2.93, Synergy_Loewe=-2.20, Synergy_HSA=1.79. (7) Drug 1: CC1=C(C(=CC=C1)Cl)NC(=O)C2=CN=C(S2)NC3=CC(=NC(=N3)C)N4CCN(CC4)CCO. Drug 2: C(CCl)NC(=O)N(CCCl)N=O. Cell line: OVCAR-5. Synergy scores: CSS=2.62, Synergy_ZIP=-0.132, Synergy_Bliss=1.87, Synergy_Loewe=-4.63, Synergy_HSA=-0.209. (8) Drug 1: C1CN(P(=O)(OC1)NCCCl)CCCl. Drug 2: C1C(C(OC1N2C=NC3=C2NC=NCC3O)CO)O. Cell line: NCI-H460. Synergy scores: CSS=-0.656, Synergy_ZIP=-0.701, Synergy_Bliss=-1.23, Synergy_Loewe=-1.93, Synergy_HSA=-2.02. (9) Drug 2: C1C(C(OC1N2C=NC(=NC2=O)N)CO)O. Cell line: UACC62. Drug 1: CC1=C(C=C(C=C1)NC2=NC=CC(=N2)N(C)C3=CC4=NN(C(=C4C=C3)C)C)S(=O)(=O)N.Cl. Synergy scores: CSS=7.08, Synergy_ZIP=-1.07, Synergy_Bliss=2.07, Synergy_Loewe=-7.48, Synergy_HSA=2.28.